Task: Predict which catalyst facilitates the given reaction.. Dataset: Catalyst prediction with 721,799 reactions and 888 catalyst types from USPTO Reactant: CS(C)=O.Cl[C:6]1[N:7]([CH2:28][CH:29]2[CH2:31][CH2:30]2)[C:8]2[C:13]([N:14]=1)=[C:12]([N:15]1[CH2:20][CH2:19][O:18][CH2:17][CH2:16]1)[N:11]=[C:10]([C:21]1[CH:22]=[N:23][C:24]([NH2:27])=[N:25][CH:26]=1)[N:9]=2.[CH3:32][C@H:33]1[CH2:38][NH:37][CH2:36][CH2:35][NH:34]1. Product: [CH:29]1([CH2:28][N:7]2[C:6]([N:37]3[CH2:36][CH2:35][NH:34][C@@H:33]([CH3:32])[CH2:38]3)=[N:14][C:13]3[C:8]2=[N:9][C:10]([C:21]2[CH:22]=[N:23][C:24]([NH2:27])=[N:25][CH:26]=2)=[N:11][C:12]=3[N:15]2[CH2:20][CH2:19][O:18][CH2:17][CH2:16]2)[CH2:31][CH2:30]1. The catalyst class is: 61.